This data is from Peptide-MHC class I binding affinity with 185,985 pairs from IEDB/IMGT. The task is: Regression. Given a peptide amino acid sequence and an MHC pseudo amino acid sequence, predict their binding affinity value. This is MHC class I binding data. (1) The peptide sequence is WMACHSAAF. The MHC is HLA-A31:01 with pseudo-sequence HLA-A31:01. The binding affinity (normalized) is 0.0847. (2) The peptide sequence is DMFLTSVINR. The MHC is HLA-A29:02 with pseudo-sequence HLA-A29:02. The binding affinity (normalized) is 0.0142. (3) The peptide sequence is FTFDLTALK. The MHC is HLA-B39:01 with pseudo-sequence HLA-B39:01. The binding affinity (normalized) is 0.0847. (4) The peptide sequence is RRWIAPHPL. The MHC is HLA-B35:01 with pseudo-sequence HLA-B35:01. The binding affinity (normalized) is 0.0847. (5) The peptide sequence is AVREATAAF. The MHC is HLA-A02:01 with pseudo-sequence HLA-A02:01. The binding affinity (normalized) is 0.0847. (6) The peptide sequence is EIYKRWII. The MHC is HLA-B18:01 with pseudo-sequence HLA-B18:01. The binding affinity (normalized) is 0. (7) The peptide sequence is NHINVEDSL. The MHC is HLA-B38:01 with pseudo-sequence HLA-B38:01. The binding affinity (normalized) is 0.564.